Dataset: Peptide-MHC class II binding affinity with 134,281 pairs from IEDB. Task: Regression. Given a peptide amino acid sequence and an MHC pseudo amino acid sequence, predict their binding affinity value. This is MHC class II binding data. (1) The binding affinity (normalized) is 0. The MHC is DRB5_0101 with pseudo-sequence DRB5_0101. The peptide sequence is NRQLYPEWTEAQRLD. (2) The peptide sequence is GKGTLDGQGKAVWGK. The MHC is HLA-DPA10103-DPB10401 with pseudo-sequence HLA-DPA10103-DPB10401. The binding affinity (normalized) is 0. (3) The peptide sequence is AWVDSGAQLGELYYA. The MHC is HLA-DQA10301-DQB10302 with pseudo-sequence HLA-DQA10301-DQB10302. The binding affinity (normalized) is 0.552. (4) The peptide sequence is HYPLHLRYYRITYGE. The MHC is DRB1_1501 with pseudo-sequence DRB1_1501. The binding affinity (normalized) is 0.923. (5) The peptide sequence is IRGTSATAAAIQLKC. The MHC is DRB3_0101 with pseudo-sequence DRB3_0101. The binding affinity (normalized) is 0.106. (6) The peptide sequence is QDPKNVYQRGTHPFS. The MHC is DRB3_0301 with pseudo-sequence DRB3_0301. The binding affinity (normalized) is 0.210.